The task is: Regression. Given two drug SMILES strings and cell line genomic features, predict the synergy score measuring deviation from expected non-interaction effect.. This data is from NCI-60 drug combinations with 297,098 pairs across 59 cell lines. (1) Drug 1: CC1=C2C(C(=O)C3(C(CC4C(C3C(C(C2(C)C)(CC1OC(=O)C(C(C5=CC=CC=C5)NC(=O)OC(C)(C)C)O)O)OC(=O)C6=CC=CC=C6)(CO4)OC(=O)C)OC)C)OC. Drug 2: CC1=CC=C(C=C1)C2=CC(=NN2C3=CC=C(C=C3)S(=O)(=O)N)C(F)(F)F. Cell line: UACC-257. Synergy scores: CSS=30.8, Synergy_ZIP=9.62, Synergy_Bliss=12.7, Synergy_Loewe=-2.10, Synergy_HSA=13.2. (2) Drug 1: C1=CC(=C2C(=C1NCCNCCO)C(=O)C3=C(C=CC(=C3C2=O)O)O)NCCNCCO. Drug 2: C1CCC(C(C1)N)N.C(=O)(C(=O)[O-])[O-].[Pt+4]. Cell line: HCT-15. Synergy scores: CSS=60.1, Synergy_ZIP=5.75, Synergy_Bliss=6.32, Synergy_Loewe=-15.2, Synergy_HSA=8.00. (3) Drug 1: CC1=CC2C(CCC3(C2CCC3(C(=O)C)OC(=O)C)C)C4(C1=CC(=O)CC4)C. Drug 2: CC1=C(C(=O)C2=C(C1=O)N3CC4C(C3(C2COC(=O)N)OC)N4)N. Cell line: EKVX. Synergy scores: CSS=4.69, Synergy_ZIP=-1.80, Synergy_Bliss=0.583, Synergy_Loewe=0.217, Synergy_HSA=0.334. (4) Drug 1: CC1C(C(CC(O1)OC2CC(CC3=C2C(=C4C(=C3O)C(=O)C5=C(C4=O)C(=CC=C5)OC)O)(C(=O)CO)O)N)O.Cl. Drug 2: C1=CC(=CC=C1CCC2=CNC3=C2C(=O)NC(=N3)N)C(=O)NC(CCC(=O)O)C(=O)O. Cell line: HCC-2998. Synergy scores: CSS=33.4, Synergy_ZIP=0.938, Synergy_Bliss=2.04, Synergy_Loewe=3.56, Synergy_HSA=5.37.